This data is from Forward reaction prediction with 1.9M reactions from USPTO patents (1976-2016). The task is: Predict the product of the given reaction. (1) The product is: [C:37]([C:36]1[CH:39]=[CH:40][C:33]([NH:32][C:8](=[O:10])[CH:7]([CH:1]2[CH2:6][CH2:5][CH2:4][CH2:3][CH2:2]2)[N:11]2[C:15]3[CH:16]=[C:17]([F:21])[C:18]([F:20])=[CH:19][C:14]=3[N:13]=[C:12]2[C:22]2[C:23]([O:30][CH3:31])=[N:24][C:25]([O:28][CH3:29])=[CH:26][CH:27]=2)=[C:34]([C:41]([F:42])([F:43])[F:44])[CH:35]=1)#[N:38]. Given the reactants [CH:1]1([CH:7]([N:11]2[C:15]3[CH:16]=[C:17]([F:21])[C:18]([F:20])=[CH:19][C:14]=3[N:13]=[C:12]2[C:22]2[C:23]([O:30][CH3:31])=[N:24][C:25]([O:28][CH3:29])=[CH:26][CH:27]=2)[C:8]([OH:10])=O)[CH2:6][CH2:5][CH2:4][CH2:3][CH2:2]1.[NH2:32][C:33]1[CH:40]=[CH:39][C:36]([C:37]#[N:38])=[CH:35][C:34]=1[C:41]([F:44])([F:43])[F:42], predict the reaction product. (2) The product is: [CH3:1][O:2][C:3](=[O:31])[C@H:4]([CH2:16][C:17]1[CH:22]=[CH:21][C:20]([C:23]2[CH:28]=[CH:27][CH:26]=[CH:25][C:24]=2[CH2:29][Br:33])=[CH:19][CH:18]=1)[NH:5][C:6](=[O:15])[C:7]1[C:12]([Cl:13])=[CH:11][CH:10]=[CH:9][C:8]=1[Cl:14]. Given the reactants [CH3:1][O:2][C:3](=[O:31])[C@H:4]([CH2:16][C:17]1[CH:22]=[CH:21][C:20]([C:23]2[CH:28]=[CH:27][CH:26]=[CH:25][C:24]=2[CH2:29]O)=[CH:19][CH:18]=1)[NH:5][C:6](=[O:15])[C:7]1[C:12]([Cl:13])=[CH:11][CH:10]=[CH:9][C:8]=1[Cl:14].C(Br)(Br)(Br)[Br:33].C1C=CC(P(C2C=CC=CC=2)C2C=CC=CC=2)=CC=1, predict the reaction product. (3) Given the reactants Cl[CH2:2][CH2:3][O:4][C:5]1[CH:14]=[C:13]2[C:8]([C:9]([O:15][C:16]3[CH:21]=[C:20]([CH3:22])[C:19]([CH3:23])=[CH:18][C:17]=3[C:24](=[O:26])[CH3:25])=[CH:10][CH:11]=[N:12]2)=[CH:7][C:6]=1[O:27][CH3:28].[NH:29]1[CH:33]=[CH:32][N:31]=[CH:30]1.C(=O)([O-])[O-].[K+].[K+].O, predict the reaction product. The product is: [N:29]1([CH2:2][CH2:3][O:4][C:5]2[CH:14]=[C:13]3[C:8]([C:9]([O:15][C:16]4[CH:21]=[C:20]([CH3:22])[C:19]([CH3:23])=[CH:18][C:17]=4[C:24](=[O:26])[CH3:25])=[CH:10][CH:11]=[N:12]3)=[CH:7][C:6]=2[O:27][CH3:28])[CH:33]=[CH:32][N:31]=[CH:30]1. (4) Given the reactants C[O:2][C:3](=[O:17])[C:4]1[CH:9]=[CH:8][C:7]([O:10][CH2:11][CH2:12][CH2:13][N:14]([CH3:16])[CH3:15])=[CH:6][CH:5]=1.O.[OH-].[Li+].C(O)(=O)C, predict the reaction product. The product is: [CH3:16][N:14]([CH3:15])[CH2:13][CH2:12][CH2:11][O:10][C:7]1[CH:6]=[CH:5][C:4]([C:3]([OH:17])=[O:2])=[CH:9][CH:8]=1.